Predict the reaction yield, written as a fraction of the theoretical maximum amount of product (1.0 means a 100% yield; for example, 0.34 means a 34% yield). From a dataset of Reaction yield outcomes from USPTO patents with 853,638 reactions. The reactants are [F:1][C:2]([F:24])([F:23])[C:3]1[CH:4]=[C:5]([C:13]2[N:17]=[CH:16][N:15](/[CH:18]=[CH:19]\[C:20](O)=[O:21])[N:14]=2)[CH:6]=[C:7]([C:9]([F:12])([F:11])[F:10])[CH:8]=1.[CH:25]1([NH:28][C:29]([NH:31][NH2:32])=[S:30])[CH2:27][CH2:26]1.C(P1(=O)OP(CCC)(=O)OP(CCC)(=O)O1)CC.CCN(C(C)C)C(C)C. The catalyst is CCOC(C)=O.CCO. The product is [F:12][C:9]([F:11])([F:10])[C:7]1[CH:6]=[C:5]([C:13]2[N:17]=[CH:16][N:15](/[CH:18]=[CH:19]\[C:20]([NH:32][NH:31][C:29](=[S:30])[NH:28][CH:25]3[CH2:27][CH2:26]3)=[O:21])[N:14]=2)[CH:4]=[C:3]([C:2]([F:24])([F:1])[F:23])[CH:8]=1. The yield is 0.0900.